From a dataset of Full USPTO retrosynthesis dataset with 1.9M reactions from patents (1976-2016). Predict the reactants needed to synthesize the given product. (1) Given the product [CH:6]1[C:14]2[C:13]3[CH:15]=[CH:16][CH:17]=[CH:18][C:12]=3[S:11][C:10]=2[C:9]([C:19]([C:27]2[CH:28]=[CH:29][CH:30]=[CH:31][CH:32]=2)([C:21]2[CH:22]=[CH:23][CH:24]=[CH:25][CH:26]=2)[C:36]2[CH:37]=[CH:38][C:33]([OH:39])=[CH:34][CH:35]=2)=[CH:8][CH:7]=1, predict the reactants needed to synthesize it. The reactants are: S(=O)(=O)(O)O.[CH:6]1[C:14]2[C:13]3[CH:15]=[CH:16][CH:17]=[CH:18][C:12]=3[S:11][C:10]=2[C:9]([C:19]([C:27]2[CH:32]=[CH:31][CH:30]=[CH:29][CH:28]=2)([C:21]2[CH:26]=[CH:25][CH:24]=[CH:23][CH:22]=2)O)=[CH:8][CH:7]=1.[C:33]1([OH:39])[CH:38]=[CH:37][CH:36]=[CH:35][CH:34]=1. (2) Given the product [S:15]1[C:16]2[CH:8]([OH:7])[CH2:9][CH2:10][O:11][C:12]=2[N:13]=[CH:14]1, predict the reactants needed to synthesize it. The reactants are: O1CCCCC1[O:7][CH:8]1[C:16]2[S:15][CH:14]=[N:13][C:12]=2[O:11][CH2:10][CH2:9]1.CC1C=CC(S(O)(=O)=O)=CC=1. (3) Given the product [Br:19][CH:8]([C:5]1[CH:6]=[CH:7][C:2]([Br:1])=[CH:3][CH:4]=1)[C:9]([C:11]1[CH:16]=[CH:15][C:14]([S:17][CH3:18])=[CH:13][CH:12]=1)=[O:10], predict the reactants needed to synthesize it. The reactants are: [Br:1][C:2]1[CH:7]=[CH:6][C:5]([CH2:8][C:9]([C:11]2[CH:16]=[CH:15][C:14]([S:17][CH3:18])=[CH:13][CH:12]=2)=[O:10])=[CH:4][CH:3]=1.[Br:19]Br.Br.C(O)(=O)C.